From a dataset of Forward reaction prediction with 1.9M reactions from USPTO patents (1976-2016). Predict the product of the given reaction. Given the reactants [CH3:1][C:2]1[CH:9]=[CH:8][C:7]([CH3:10])=[CH:6][C:3]=1[CH:4]=O.C(O)(=O)C.N1CCCCC1.[C:21]([C:25]([CH3:27])=[O:26])([F:24])([F:23])[F:22].[Cl-].[NH4+], predict the reaction product. The product is: [CH3:1][C:2]1[CH:9]=[CH:8][C:7]([CH3:10])=[CH:6][C:3]=1[CH:4]=[CH:27][C:25](=[O:26])[C:21]([F:24])([F:23])[F:22].